Dataset: Forward reaction prediction with 1.9M reactions from USPTO patents (1976-2016). Task: Predict the product of the given reaction. (1) Given the reactants [F:1][C:2]([F:17])([F:16])[CH:3]([C:5]1[CH:10]=[CH:9][N:8]=[C:7]([CH2:11][C:12]([O:14]C)=[O:13])[CH:6]=1)[CH3:4].[Li+:18].[OH-], predict the reaction product. The product is: [F:17][C:2]([F:1])([F:16])[CH:3]([C:5]1[CH:10]=[CH:9][N:8]=[C:7]([CH2:11][C:12]([O-:14])=[O:13])[CH:6]=1)[CH3:4].[Li+:18]. (2) Given the reactants [CH3:1][C:2]1[CH:7]=[C:6]([CH3:8])[CH:5]=[C:4]([CH3:9])[C:3]=1[NH:10][C:11]([C:13]1[S:17][C:16]([NH:18]C(=O)OC(C)(C)C)=[N:15][C:14]=1[CH3:26])=[O:12], predict the reaction product. The product is: [NH2:18][C:16]1[S:17][C:13]([C:11]([NH:10][C:3]2[C:4]([CH3:9])=[CH:5][C:6]([CH3:8])=[CH:7][C:2]=2[CH3:1])=[O:12])=[C:14]([CH3:26])[N:15]=1. (3) Given the reactants [Cl:1][C:2]1[CH:13]=[CH:12][C:5]2[NH:6][C:7]([C:9]([OH:11])=O)=[N:8][C:4]=2[CH:3]=1.[CH2:14]1[C@@H:18]2[CH2:19][NH:20][CH2:21][C@@H:17]2[CH2:16][N:15]1C(OC(C)(C)C)=O, predict the reaction product. The product is: [NH3:6].[Cl:1][C:2]1[CH:13]=[CH:12][C:5]2[NH:6][C:7]([C:9]([N:15]3[CH2:16][C@@H:17]4[C@@H:18]([CH2:19][NH:20][CH2:21]4)[CH2:14]3)=[O:11])=[N:8][C:4]=2[CH:3]=1. (4) Given the reactants [F:1][C:2]1[CH:3]=[C:4]([C:26](=O)[CH3:27])[CH:5]=[CH:6][C:7]=1[C:8]1[S:9][C:10]2[C:15]([N:16]=1)=[CH:14][CH:13]=[C:12]([C:17]1([C:20]3[CH:25]=[CH:24][CH:23]=[CH:22][CH:21]=3)[CH2:19][CH2:18]1)[N:11]=2.[CH3:29][C:30]([S@:33]([NH2:35])=[O:34])([CH3:32])[CH3:31].[BH4-].[Na+].CO, predict the reaction product. The product is: [F:1][C:2]1[CH:3]=[C:4]([CH:26]([NH:35][S@@:33]([C:30]([CH3:32])([CH3:31])[CH3:29])=[O:34])[CH3:27])[CH:5]=[CH:6][C:7]=1[C:8]1[S:9][C:10]2[C:15]([N:16]=1)=[CH:14][CH:13]=[C:12]([C:17]1([C:20]3[CH:25]=[CH:24][CH:23]=[CH:22][CH:21]=3)[CH2:19][CH2:18]1)[N:11]=2. (5) Given the reactants [Cl:1][C:2]1[CH:7]=[CH:6][CH:5]=[CH:4][C:3]=1[S:8]([NH:11][CH2:12][CH:13]([CH3:15])[CH3:14])(=[O:10])=[O:9].[Br:16][C:17]1[CH:18]=[CH:19][C:20]([CH2:23]O)=[N:21][CH:22]=1.C1(P(C2C=CC=CC=2)C2C=CC=CC=2)C=CC=CC=1.N(C(OCC)=O)=NC(OCC)=O, predict the reaction product. The product is: [Br:16][C:17]1[CH:18]=[CH:19][C:20]([CH2:23][N:11]([CH2:12][CH:13]([CH3:15])[CH3:14])[S:8]([C:3]2[CH:4]=[CH:5][CH:6]=[CH:7][C:2]=2[Cl:1])(=[O:9])=[O:10])=[N:21][CH:22]=1. (6) Given the reactants [Br:1][C:2]1[N:3]=[CH:4][C:5]([C:8]([OH:10])=O)=[N:6][CH:7]=1.[CH:11]1([C:14]2[CH:15]=[C:16]([CH3:26])[C:17]([N:20]3[CH2:25][CH2:24][NH:23][CH2:22][CH2:21]3)=[N:18][CH:19]=2)[CH2:13][CH2:12]1, predict the reaction product. The product is: [Br:1][C:2]1[N:3]=[CH:4][C:5]([C:8]([N:23]2[CH2:24][CH2:25][N:20]([C:17]3[C:16]([CH3:26])=[CH:15][C:14]([CH:11]4[CH2:12][CH2:13]4)=[CH:19][N:18]=3)[CH2:21][CH2:22]2)=[O:10])=[N:6][CH:7]=1. (7) The product is: [Br:1][C:2]1[CH:3]=[CH:4][C:5]([C:6]([NH:39][CH2:38][C:37]2[CH:40]=[CH:41][CH:42]=[C:35]([O:34][CH3:33])[CH:36]=2)=[O:8])=[CH:9][CH:10]=1. Given the reactants [Br:1][C:2]1[CH:10]=[CH:9][C:5]([C:6]([OH:8])=O)=[CH:4][CH:3]=1.C1C=CC2N(O)N=NC=2C=1.CCN=C=NCCCN(C)C.Cl.[CH3:33][O:34][C:35]1[CH:36]=[C:37]([CH:40]=[CH:41][CH:42]=1)[CH2:38][NH2:39], predict the reaction product.